Dataset: Clinical trial toxicity outcomes and FDA approval status for drugs. Task: Regression/Classification. Given a drug SMILES string, predict its toxicity properties. Task type varies by dataset: regression for continuous values (e.g., LD50, hERG inhibition percentage) or binary classification for toxic/non-toxic outcomes (e.g., AMES mutagenicity, cardiotoxicity, hepatotoxicity). Dataset: clintox. The molecule is NC(=O)N/N=C/c1ccc([N+](=O)[O-])o1. The result is 0 (passed clinical trial).